From a dataset of Forward reaction prediction with 1.9M reactions from USPTO patents (1976-2016). Predict the product of the given reaction. Given the reactants [Br:1][C:2]1[CH:7]=[CH:6][C:5]([C@@H:8]([NH2:10])[CH3:9])=[CH:4][CH:3]=1.[CH:11]([S:13]([CH:16]=[CH2:17])(=[O:15])=[O:14])=[CH2:12], predict the reaction product. The product is: [Br:1][C:2]1[CH:7]=[CH:6][C:5]([C@@H:8]([N:10]2[CH2:17][CH2:16][S:13](=[O:15])(=[O:14])[CH2:11][CH2:12]2)[CH3:9])=[CH:4][CH:3]=1.